Task: Predict which catalyst facilitates the given reaction.. Dataset: Catalyst prediction with 721,799 reactions and 888 catalyst types from USPTO (1) Reactant: [F:1][C:2]1[CH:7]=[CH:6][C:5]([N:8]2[C:12]([CH3:13])=[CH:11][C:10]([C:14]([OH:16])=O)=[C:9]2[CH3:17])=[CH:4][CH:3]=1.[NH2:18][CH2:19][C:20]1[CH:27]=[CH:26][C:23]([C:24]#[N:25])=[CH:22][CH:21]=1.C(Cl)(=O)C(Cl)=O.C(N(CC)CC)C.Cl.[NH2:42][OH:43]. Product: [F:1][C:2]1[CH:3]=[CH:4][C:5]([N:8]2[C:12]([CH3:13])=[CH:11][C:10]([C:14]([NH:25][CH2:24][C:23]3[CH:26]=[CH:27][C:20]([C:19](=[N:42][OH:43])[NH2:18])=[CH:21][CH:22]=3)=[O:16])=[C:9]2[CH3:17])=[CH:6][CH:7]=1. The catalyst class is: 429. (2) Reactant: [C:1]([C:5]1[CH:10]=[C:9]([C:11]([CH3:14])([CH3:13])[CH3:12])[CH:8]=[CH:7][C:6]=1[OH:15])([CH3:4])([CH3:3])[CH3:2].C(N(CC)CC)C.Cl[C:24]([O:26][CH3:27])=[O:25]. Product: [C:24](=[O:25])([O:26][CH3:27])[O:15][C:6]1[CH:7]=[CH:8][C:9]([C:11]([CH3:14])([CH3:13])[CH3:12])=[CH:10][C:5]=1[C:1]([CH3:4])([CH3:3])[CH3:2]. The catalyst class is: 27. (3) Reactant: [ClH:1].CC(C)(C)C(O[NH:7][C@@H:8]1[C:14](=[O:15])[NH:13][C:12]2[C:16]([F:20])=[CH:17][CH:18]=[CH:19][C:11]=2[S:10][CH2:9]1)=O. Product: [ClH:1].[NH2:7][C@@H:8]1[C:14](=[O:15])[NH:13][C:12]2[C:16]([F:20])=[CH:17][CH:18]=[CH:19][C:11]=2[S:10][CH2:9]1. The catalyst class is: 12. (4) Reactant: [Cl:1][C:2]1[CH:3]=[CH:4][C:5]([CH2:11][NH:12][C:13]2[CH:18]=[CH:17][CH:16]=[C:15]([C:19]3[C:31]4[C:30]5[CH:29]=[CH:28][C:27]([O:32][CH2:33][CH2:34][O:35][CH3:36])=[CH:26][C:25]=5[NH:24][C:23]=4[C:22]([C:37]([O:39][CH3:40])=[O:38])=[N:21][N:20]=3)[C:14]=2[CH3:41])=[C:6]([CH:10]=1)[C:7](O)=[O:8].F[P-](F)(F)(F)(F)F.N1(O[P+](N(C)C)(N(C)C)N(C)C)C2C=CC=CC=2N=N1.CN1CCOCC1. Product: [Cl:1][C:2]1[CH:10]=[C:6]2[C:5]([CH2:11][N:12]([C:13]3[C:14]([CH3:41])=[C:15]([C:19]4[C:31]5[C:30]6[CH:29]=[CH:28][C:27]([O:32][CH2:33][CH2:34][O:35][CH3:36])=[CH:26][C:25]=6[NH:24][C:23]=5[C:22]([C:37]([O:39][CH3:40])=[O:38])=[N:21][N:20]=4)[CH:16]=[CH:17][CH:18]=3)[C:7]2=[O:8])=[CH:4][CH:3]=1. The catalyst class is: 31. (5) Reactant: [Br:1][C:2]1[CH:19]=[CH:18][CH:17]=[CH:16][C:3]=1[O:4][CH2:5][C:6]1[CH:15]=[CH:14][C:9]([C:10]([O:12]C)=[O:11])=[CH:8][CH:7]=1.[OH-].[Na+].CO. Product: [Br:1][C:2]1[CH:19]=[CH:18][CH:17]=[CH:16][C:3]=1[O:4][CH2:5][C:6]1[CH:15]=[CH:14][C:9]([C:10]([OH:12])=[O:11])=[CH:8][CH:7]=1. The catalyst class is: 6.